This data is from Catalyst prediction with 721,799 reactions and 888 catalyst types from USPTO. The task is: Predict which catalyst facilitates the given reaction. (1) Reactant: [NH2:1][C:2]1[N:7]=[C:6]([C:8]([O:10]C)=[O:9])[C:5](Br)=[CH:4][CH:3]=1.[CH3:13][Sn](C)(C)C.[Li+].[Cl-]. Product: [NH2:1][C:2]1[N:7]=[C:6]([C:8]([OH:10])=[O:9])[C:5]([CH3:13])=[CH:4][CH:3]=1. The catalyst class is: 128. (2) Reactant: [Cl:1][C:2]1[CH:7]=[C:6]([C:8]2([CH3:13])OCC[O:9]2)[CH:5]=[C:4]([NH2:14])[N:3]=1. Product: [NH2:14][C:4]1[CH:5]=[C:6]([C:8](=[O:9])[CH3:13])[CH:7]=[C:2]([Cl:1])[N:3]=1. The catalyst class is: 33. (3) Reactant: C(=O)(O)[O-].[Na+].Cl.[NH2:7][CH2:8][CH2:9][SH:10].[C:11]([O:15][C:16]([N:18]1[CH2:22][CH2:21][CH2:20][C@@H:19]1[C:23](F)=[O:24])=[O:17])([CH3:14])([CH3:13])[CH3:12]. Product: [C:11]([O:15][C:16]([N:18]1[CH2:22][CH2:21][CH2:20][C@@H:19]1[C:23](=[O:24])[NH:7][CH2:8][CH2:9][SH:10])=[O:17])([CH3:14])([CH3:13])[CH3:12]. The catalyst class is: 232. (4) Reactant: [CH3:1][O:2][C:3]1[CH:4]=[CH:5][C:6]2N=CC=[C:9]([C@H:13](O)[C@@H]3N4C[C@H](C=C)C(CC4)C3)[C:7]=2[CH:8]=1.[O:25]=[C:26]1[O:33][C:32](=[O:34])[CH:31]2[CH2:35][CH:27]1[CH2:28][N:29]([C:36]([O:38][C:39]([CH3:42])([CH3:41])[CH3:40])=[O:37])[CH2:30]2.CO.C(O)(=O)CC(CC(O)=O)(C(O)=O)O. Product: [C:7]1([C@H:9]([NH2:29])[CH3:13])[CH:6]=[CH:5][CH:4]=[CH:3][CH:8]=1.[C:39]([O:38][C:36]([N:29]1[CH2:30][C@H:31]([C:32]([O:2][CH3:1])=[O:34])[CH2:35][C@H:27]([C:26]([OH:33])=[O:25])[CH2:28]1)=[O:37])([CH3:42])([CH3:41])[CH3:40]. The catalyst class is: 362.